Predict the reaction yield, written as a fraction of the theoretical maximum amount of product (1.0 means a 100% yield; for example, 0.34 means a 34% yield). From a dataset of Reaction yield outcomes from USPTO patents with 853,638 reactions. (1) The reactants are Cl[C:2]1[N:7]=[CH:6][C:5]2[CH:8]=[N:9][N:10]([C:11]3[N:16]=[C:15]([N:17]4[CH2:23][C:22]([OH:25])([CH3:24])[CH2:21][N:20]([C:26]([O:28][C:29]([CH3:32])([CH3:31])[CH3:30])=[O:27])[CH2:19][CH2:18]4)[CH:14]=[CH:13][CH:12]=3)[C:4]=2[CH:3]=1.CC1(C)C(C)(C)OB([C:41]2[CH:42]=[N:43][NH:44][CH:45]=2)O1.C([O-])([O-])=O.[Na+].[Na+]. The catalyst is O1CCOCC1.C1C=CC(P(C2C=CC=CC=2)[C-]2C=CC=C2)=CC=1.C1C=CC(P(C2C=CC=CC=2)[C-]2C=CC=C2)=CC=1.Cl[Pd]Cl.[Fe+2]. The product is [NH:43]1[CH:42]=[C:41]([C:2]2[N:7]=[CH:6][C:5]3[CH:8]=[N:9][N:10]([C:11]4[N:16]=[C:15]([N:17]5[CH2:23][C:22]([OH:25])([CH3:24])[CH2:21][N:20]([C:26]([O:28][C:29]([CH3:31])([CH3:32])[CH3:30])=[O:27])[CH2:19][CH2:18]5)[CH:14]=[CH:13][CH:12]=4)[C:4]=3[CH:3]=2)[CH:45]=[N:44]1. The yield is 0.600. (2) The reactants are [NH2:1][C:2]1[CH:7]=[CH:6][C:5]([C:8]2[N:13]=[C:12]([N:14]3[CH2:19][CH2:18][O:17][CH2:16][CH2:15]3)[N:11]=[C:10]([C:20]3[CH:25]=[CH:24][C:23]([NH:26][C:27]([NH:29][CH3:30])=[O:28])=[CH:22][CH:21]=3)[N:9]=2)=[CH:4][CH:3]=1.[N:31]1[CH:36]=[CH:35][CH:34]=[C:33]([NH:37][C:38](=[O:46])OC2C=CC=CC=2)[CH:32]=1. No catalyst specified. The product is [CH3:30][NH:29][C:27]([NH:26][C:23]1[CH:22]=[CH:21][C:20]([C:10]2[N:11]=[C:12]([N:14]3[CH2:15][CH2:16][O:17][CH2:18][CH2:19]3)[N:13]=[C:8]([C:5]3[CH:4]=[CH:3][C:2]([NH:1][C:38](=[O:46])[NH:37][C:33]4[CH:32]=[N:31][CH:36]=[CH:35][CH:34]=4)=[CH:7][CH:6]=3)[N:9]=2)=[CH:25][CH:24]=1)=[O:28]. The yield is 0.0600. (3) The reactants are C([O-])([O-])=O.[K+].[K+].Cl[CH2:8][C:9]1[CH:14]=[CH:13][C:12]([O:15][CH3:16])=[CH:11][CH:10]=1.[NH:17]1[CH:21]=[C:20]([C:22]([O:24][CH2:25][CH3:26])=[O:23])[CH:19]=[N:18]1. The catalyst is C(#N)C. The product is [CH3:16][O:15][C:12]1[CH:13]=[CH:14][C:9]([CH2:8][N:17]2[CH:21]=[C:20]([C:22]([O:24][CH2:25][CH3:26])=[O:23])[CH:19]=[N:18]2)=[CH:10][CH:11]=1. The yield is 0.990. (4) The catalyst is O1CCCC1.C(O)C.[Fe]. The yield is 0.820. The reactants are [Br:1][C:2]1[CH:7]=[C:6]([N+:8]([O-])=O)[CH:5]=[CH:4][C:3]=1[O:11][C:12]1[CH:17]=[CH:16][C:15]([F:18])=[CH:14][C:13]=1[F:19].[Cl-].[NH4+].O. The product is [Br:1][C:2]1[CH:7]=[C:6]([CH:5]=[CH:4][C:3]=1[O:11][C:12]1[CH:17]=[CH:16][C:15]([F:18])=[CH:14][C:13]=1[F:19])[NH2:8]. (5) The reactants are [Cl:1][C:2]1[C:3]([CH3:18])=[C:4]([Cl:17])[C:5]2[O:10][CH2:9][C:8](=[O:11])[N:7]([CH2:12][CH2:13][CH2:14]Cl)[C:6]=2[CH:16]=1.C([O-])([O-])=O.[K+].[K+].[Na+].[I-].[CH2:27]([CH:31]1[CH2:36][CH2:35][NH:34][CH2:33][CH2:32]1)[CH2:28][CH2:29][CH3:30]. The catalyst is CCCCCCC.CCOC(C)=O. The product is [CH2:27]([CH:31]1[CH2:36][CH2:35][N:34]([CH2:14][CH2:13][CH2:12][N:7]2[C:6]3[CH:16]=[C:2]([Cl:1])[C:3]([CH3:18])=[C:4]([Cl:17])[C:5]=3[O:10][CH2:9][C:8]2=[O:11])[CH2:33][CH2:32]1)[CH2:28][CH2:29][CH3:30]. The yield is 0.470. (6) The yield is 0.790. The reactants are [CH3:1][O:2][C:3]1[S:7][C:6]([C:8]([O:10]C)=[O:9])=[CH:5][C:4]=1[C:12]1[N:16]([CH3:17])[N:15]=[CH:14][CH:13]=1.[OH-].[Na+].Cl. The catalyst is O1CCCC1. The product is [CH3:1][O:2][C:3]1[S:7][C:6]([C:8]([OH:10])=[O:9])=[CH:5][C:4]=1[C:12]1[N:16]([CH3:17])[N:15]=[CH:14][CH:13]=1. (7) The reactants are N[C:2]1[CH:3]=[C:4]([NH:17][C:18](=[O:20])[CH3:19])[CH:5]=[CH:6][C:7]=1[C:8]([CH3:16])([CH3:15])[CH2:9][O:10][CH2:11][CH2:12][O:13][CH3:14].N([O-])=[O:22].[Na+]. The catalyst is OS(O)(=O)=O. The product is [OH:22][C:2]1[CH:3]=[C:4]([NH:17][C:18](=[O:20])[CH3:19])[CH:5]=[CH:6][C:7]=1[C:8]([CH3:16])([CH3:15])[CH2:9][O:10][CH2:11][CH2:12][O:13][CH3:14]. The yield is 0.380.